This data is from Forward reaction prediction with 1.9M reactions from USPTO patents (1976-2016). The task is: Predict the product of the given reaction. (1) Given the reactants [Br:1][C:2]1[C:3]([CH3:10])=[C:4]([CH3:9])[C:5]([OH:8])=[N:6][CH:7]=1.CC1C=CC(S(O[CH2:22][CH2:23][C:24]([OH:27])([CH3:26])[CH3:25])(=O)=O)=CC=1, predict the reaction product. The product is: [Br:1][C:2]1[C:3]([CH3:10])=[C:4]([CH3:9])[C:5]([O:8][CH2:22][CH2:23][C:24]([CH3:26])([OH:27])[CH3:25])=[N:6][CH:7]=1. (2) The product is: [CH3:10][S:11]([O:15][CH2:16][CH2:17][NH:18][S:19]([C:22]1[CH:27]=[CH:26][C:25]([I:28])=[CH:24][CH:23]=1)(=[O:21])=[O:20])(=[O:13])=[O:12]. Given the reactants C(N(C(C)C)CC)(C)C.[CH3:10][S:11](Cl)(=[O:13])=[O:12].[OH:15][CH2:16][CH2:17][NH:18][S:19]([C:22]1[CH:27]=[CH:26][C:25]([I:28])=[CH:24][CH:23]=1)(=[O:21])=[O:20], predict the reaction product. (3) Given the reactants Br[CH2:2][CH2:3][CH2:4][CH2:5][CH2:6][CH2:7][CH2:8][CH2:9][CH2:10][CH2:11][CH2:12][CH3:13].C([O-])([O-])=O.[K+].[K+].[OH:20][C:21]1[CH:22]=[C:23]([CH:28]=[C:29]([OH:32])[C:30]=1[OH:31])[C:24]([O:26][CH3:27])=[O:25].N#N, predict the reaction product. The product is: [CH2:2]([O:20][C:21]1[CH:22]=[C:23]([CH:28]=[C:29]([O:32][CH2:13][CH2:12][CH2:11][CH2:10][CH2:9][CH2:8][CH2:7][CH2:6][CH2:5][CH2:4][CH2:3][CH3:2])[C:30]=1[O:31][CH2:13][CH2:12][CH2:11][CH2:10][CH2:9][CH2:8][CH2:7][CH2:6][CH2:5][CH2:4][CH2:3][CH3:2])[C:24]([O:26][CH3:27])=[O:25])[CH2:3][CH2:4][CH2:5][CH2:6][CH2:7][CH2:8][CH2:9][CH2:10][CH2:11][CH2:12][CH3:13]. (4) Given the reactants [CH3:1][C:2]1([CH3:14])[O:6][C@H:5]2[O:7][C@H:8]([C@@H:10]([OH:13])[CH2:11][CH3:12])[CH2:9][C@H:4]2[O:3]1.[C:15](OC(=O)C)(=[O:17])[CH3:16], predict the reaction product. The product is: [CH3:14][C:2]1([CH3:1])[O:6][C@H:5]2[O:7][C@H:8]([C@@H:10]([O:13][C:15](=[O:17])[CH3:16])[CH2:11][CH3:12])[CH2:9][C@H:4]2[O:3]1. (5) The product is: [O:29]=[C:27]1[NH:26][C:25](=[O:30])[CH:24]([CH2:23][C:20]2[CH:19]=[CH:18][C:17]([C:13]3[CH:14]=[CH:15][CH:16]=[C:11]([CH2:10][N:9]([CH3:8])[C:36](=[O:37])[C:35]4[CH:39]=[CH:40][C:32]([CH3:31])=[CH:33][CH:34]=4)[CH:12]=3)=[CH:22][CH:21]=2)[S:28]1. Given the reactants FC(F)(F)C(O)=O.[CH3:8][NH:9][CH2:10][C:11]1[CH:12]=[C:13]([C:17]2[CH:22]=[CH:21][C:20]([CH2:23][CH:24]3[S:28][C:27](=[O:29])[NH:26][C:25]3=[O:30])=[CH:19][CH:18]=2)[CH:14]=[CH:15][CH:16]=1.[CH3:31][C:32]1[CH:40]=[CH:39][C:35]([C:36](Cl)=[O:37])=[CH:34][CH:33]=1, predict the reaction product. (6) Given the reactants [C:1]([O:5][C:6]([NH:8][C:9]([CH3:17])([CH3:16])[CH2:10]/[CH:11]=[CH:12]/[C:13]([OH:15])=O)=[O:7])([CH3:4])([CH3:3])[CH3:2].ON1C2N=CC=CC=2N=N1.Cl.CN(C)CCCN=C=NCC.[CH2:40]([O:47][CH2:48][C@@H:49]([NH:66][CH3:67])[C:50]([N:52]([CH3:65])[C@@H:53]([C:61](=[O:64])[NH:62][CH3:63])[CH2:54][C:55]1[CH:60]=[CH:59][CH:58]=[CH:57][CH:56]=1)=[O:51])[C:41]1[CH:46]=[CH:45][CH:44]=[CH:43][CH:42]=1.C(N(C(C)C)CC)(C)C, predict the reaction product. The product is: [C:1]([O:5][C:6](=[O:7])[NH:8][C:9]([CH3:17])([CH3:16])[CH2:10]/[CH:11]=[CH:12]/[C:13](=[O:15])[N:66]([C@@H:49]([C:50](=[O:51])[N:52]([CH3:65])[C@@H:53]([C:61](=[O:64])[NH:62][CH3:63])[CH2:54][C:55]1[CH:60]=[CH:59][CH:58]=[CH:57][CH:56]=1)[CH2:48][O:47][CH2:40][C:41]1[CH:46]=[CH:45][CH:44]=[CH:43][CH:42]=1)[CH3:67])([CH3:2])([CH3:3])[CH3:4]. (7) Given the reactants [C:1]1([CH:9]=[CH:8][CH:7]=[C:5]([OH:6])[C:3]=1O)O.[CH3:10][C@H:11]([CH2:32][CH2:33][CH2:34][CH:35]([CH3:37])[CH3:36])[CH2:12][CH2:13][CH2:14][C@H:15]([CH2:17][CH2:18][CH2:19][C@@:20]1([CH3:31])[O:25][C:24]2[CH:26]=[CH:27][C:28](O)=C[C:23]=2[CH2:22][CH2:21]1)[CH3:16].[CH2:38]([OH:40])[CH3:39], predict the reaction product. The product is: [CH3:28][C:27]1[C:38]([OH:40])=[CH:39][C:23]2[CH2:22][CH2:21][C@:20]([CH2:19][CH2:18][CH2:17][C@@H:15]([CH2:14][CH2:13][CH2:12][C@@H:11]([CH2:32][CH2:33][CH2:34][CH:35]([CH3:36])[CH3:37])[CH3:10])[CH3:16])([CH3:31])[O:25][C:24]=2[C:26]=1[CH3:1].[CH3:9][C:8]1[C:38]2[O:40][C@@:20]([CH2:19][CH2:18][CH2:17][C@@H:15]([CH2:14][CH2:13][CH2:12][C@@H:11]([CH2:32][CH2:33][CH2:34][CH:35]([CH3:36])[CH3:37])[CH3:10])[CH3:16])([CH3:31])[CH2:21][CH2:22][C:39]=2[C:3]([CH3:1])=[C:5]([OH:6])[CH:7]=1.